Dataset: Full USPTO retrosynthesis dataset with 1.9M reactions from patents (1976-2016). Task: Predict the reactants needed to synthesize the given product. (1) Given the product [CH3:21][O:20][CH2:19][CH2:18][O:17][C:16]1[CH:15]=[C:9]2[C:8](=[CH:7][C:6]=1[O:5][CH2:4][CH2:3][O:2][CH3:1])[N:22]=[CH:23][NH:32][C:10]2=[O:11], predict the reactants needed to synthesize it. The reactants are: [CH3:1][O:2][CH2:3][CH2:4][O:5][C:6]1[CH:7]=[C:8]([NH2:22])[C:9](=[CH:15][C:16]=1[O:17][CH2:18][CH2:19][O:20][CH3:21])[C:10](OCC)=[O:11].[CH:23]([O-])([O-])OC.C([O-])(=O)C.[NH4+:32]. (2) Given the product [Cl:1][C:2]1[N:3]=[C:4]([CH:7]2[C:15]3[N:11]([C:12]([C:24]4[CH:28]=[CH:27][N:26]([CH3:29])[N:25]=4)=[C:13]4[C:19](=[O:20])[N:18]([CH3:21])[C:17](=[O:22])[N:16]([CH3:23])[C:14]4=3)[CH2:10][CH2:9][CH2:8]2)[S:5][CH:6]=1, predict the reactants needed to synthesize it. The reactants are: [Cl:1][C:2]1[N:3]=[C:4]([C:7]2[C:15]3[N:11]([C:12]([C:24]4[CH:28]=[CH:27][N:26]([CH3:29])[N:25]=4)=[C:13]4[C:19](=[O:20])[N:18]([CH3:21])[C:17](=[O:22])[N:16]([CH3:23])[C:14]4=3)[CH2:10][CH2:9][CH:8]=2)[S:5][CH:6]=1. (3) The reactants are: [CH2:1](OC(C1(CCCCSC)CCC1)=O)[CH3:2].[CH2:16]([O:18][C:19]([C:21]1([CH2:25][CH2:26][CH2:27][CH2:28][S:29]([CH3:32])(=[O:31])=[O:30])[CH2:24][CH2:23][CH2:22]1)=[O:20])[CH3:17]. Given the product [CH2:16]([O:18][C:19]([C:21]1([CH2:25][CH2:26][CH2:27][CH2:28][S:29]([CH3:32])(=[O:30])=[O:31])[CH2:24][CH2:23][CH:22]1[CH2:1][CH3:2])=[O:20])[CH3:17], predict the reactants needed to synthesize it.